Task: Regression/Classification. Given a drug SMILES string, predict its absorption, distribution, metabolism, or excretion properties. Task type varies by dataset: regression for continuous measurements (e.g., permeability, clearance, half-life) or binary classification for categorical outcomes (e.g., BBB penetration, CYP inhibition). Dataset: cyp2c19_veith.. Dataset: CYP2C19 inhibition data for predicting drug metabolism from PubChem BioAssay The drug is c1ccc2c[n+](Cc3ccnc4ccccc34)ccc2c1. The result is 0 (non-inhibitor).